The task is: Predict the reaction yield, written as a fraction of the theoretical maximum amount of product (1.0 means a 100% yield; for example, 0.34 means a 34% yield).. This data is from Reaction yield outcomes from USPTO patents with 853,638 reactions. (1) The reactants are [NH2:1][C:2]1[CH:3]=[C:4]([CH:15]=[CH:16][N:17]=1)[C:5]([NH:7][CH2:8][C:9]1[CH:14]=[CH:13][CH:12]=[CH:11][CH:10]=1)=[O:6].CN(C1C=CC=CN=1)C.C(N(CC)C(C)C)(C)C.[C:36](Cl)(=[O:43])[C:37]1[CH:42]=[CH:41][CH:40]=[CH:39][CH:38]=1. The catalyst is O1CCCC1.C(OCC)(=O)C. The product is [C:36]([NH:1][C:2]1[CH:3]=[C:4]([CH:15]=[CH:16][N:17]=1)[C:5]([NH:7][CH2:8][C:9]1[CH:14]=[CH:13][CH:12]=[CH:11][CH:10]=1)=[O:6])(=[O:43])[C:37]1[CH:42]=[CH:41][CH:40]=[CH:39][CH:38]=1. The yield is 0.150. (2) The reactants are [O:1]=[C:2]1[CH2:6][CH2:5][CH2:4][NH:3]1.[H-].[Na+].Br[CH2:10][C:11]1[O:12][C:13]2[CH:19]=[C:18]([C:20]([O:22][CH2:23][CH3:24])=[O:21])[CH:17]=[C:16]([O:25][C:26]3[CH:31]=[CH:30][C:29]([S:32]([CH3:35])(=[O:34])=[O:33])=[CH:28][CH:27]=3)[C:14]=2[CH:15]=1.O. The catalyst is CN(C=O)C. The product is [CH3:35][S:32]([C:29]1[CH:30]=[CH:31][C:26]([O:25][C:16]2[C:14]3[CH:15]=[C:11]([CH2:10][N:3]4[CH2:4][CH2:5][CH2:6][C:2]4=[O:1])[O:12][C:13]=3[CH:19]=[C:18]([C:20]([O:22][CH2:23][CH3:24])=[O:21])[CH:17]=2)=[CH:27][CH:28]=1)(=[O:34])=[O:33]. The yield is 0.250.